This data is from Reaction yield outcomes from USPTO patents with 853,638 reactions. The task is: Predict the reaction yield, written as a fraction of the theoretical maximum amount of product (1.0 means a 100% yield; for example, 0.34 means a 34% yield). (1) The reactants are [NH2:1][C:2]1[N:6]([C:7]2[CH:12]=[CH:11][C:10]([OH:13])=[CH:9][CH:8]=2)[N:5]=[C:4]([C:14]([CH3:17])([CH3:16])[CH3:15])[CH:3]=1.[CH3:18][N:19]1[CH2:24][CH2:23][N:22]([CH2:25][CH2:26]O)[CH2:21][CH2:20]1.C1(P(C2C=CC=CC=2)C2C=CC=CC=2)C=CC=CC=1.N(C(OC(C)C)=O)=NC(OC(C)C)=O. The catalyst is C1COCC1.C(OCC)C. The product is [C:14]([C:4]1[CH:3]=[C:2]([NH2:1])[N:6]([C:7]2[CH:12]=[CH:11][C:10]([O:13][CH2:26][CH2:25][N:22]3[CH2:23][CH2:24][N:19]([CH3:18])[CH2:20][CH2:21]3)=[CH:9][CH:8]=2)[N:5]=1)([CH3:17])([CH3:16])[CH3:15]. The yield is 0.150. (2) The reactants are [OH:1][C:2]1[CH:7]=[CH:6][C:5]([CH:8]=[CH:9][C:10]2[CH:18]=[CH:17][CH:16]=[C:15]3[C:11]=2[C:12](=[N:20][NH:21][C:22]2[CH:27]=[CH:26][C:25]([S:28]([NH2:31])(=[O:30])=[O:29])=[CH:24][CH:23]=2)[C:13](=[O:19])[NH:14]3)=[CH:4][CH:3]=1. The catalyst is [Pd].CO.C1COCC1. The product is [OH:1][C:2]1[CH:3]=[CH:4][C:5]([CH2:8][CH2:9][C:10]2[CH:18]=[CH:17][CH:16]=[C:15]3[C:11]=2[C:12](=[N:20][NH:21][C:22]2[CH:27]=[CH:26][C:25]([S:28]([NH2:31])(=[O:30])=[O:29])=[CH:24][CH:23]=2)[C:13](=[O:19])[NH:14]3)=[CH:6][CH:7]=1. The yield is 0.930. (3) The reactants are [C:1]1([C:7]2[N:11]=[C:10]([N:12]3[CH2:17][CH2:16][NH:15][CH2:14][CH2:13]3)[S:9][N:8]=2)[CH:6]=[CH:5][CH:4]=[CH:3][CH:2]=1.C(N(CC)CC)C.[F:25][C:26]1[CH:27]=[C:28]([N:32]=[C:33]=[O:34])[CH:29]=[CH:30][CH:31]=1. The catalyst is O1CCCC1. The product is [F:25][C:26]1[CH:27]=[C:28]([NH:32][C:33]([N:15]2[CH2:16][CH2:17][N:12]([C:10]3[S:9][N:8]=[C:7]([C:1]4[CH:2]=[CH:3][CH:4]=[CH:5][CH:6]=4)[N:11]=3)[CH2:13][CH2:14]2)=[O:34])[CH:29]=[CH:30][CH:31]=1. The yield is 0.601. (4) The yield is 0.490. The reactants are [CH3:1][O:2][C:3]([C@@H:5]([N:13]1[CH2:21][C:17]2[CH:18]=[CH:19][S:20][C:16]=2[CH2:15][CH2:14]1)[C:6]1[CH:7]=[CH:8][CH:9]=[CH:10][C:11]=1[Cl:12])=[O:4].[S:22](=[O:26])(=[O:25])([OH:24])[OH:23]. The catalyst is C(OCC)(=O)C. The product is [CH3:1][O:2][C:3]([C@@H:5]([N:13]1[CH2:21][C:17]2[CH:18]=[CH:19][S:20][C:16]=2[CH2:15][CH2:14]1)[C:6]1[C:11]([Cl:12])=[CH:10][CH:9]=[CH:8][CH:7]=1)=[O:4].[OH:25][S:22]([OH:26])(=[O:24])=[O:23]. (5) The reactants are [N+:1]([C:4]1[CH:9]=[CH:8][C:7]([CH2:10][CH2:11][CH2:12][C:13]([OH:15])=O)=[CH:6][CH:5]=1)([O-:3])=[O:2].[CH3:16][NH:17][CH3:18]. The catalyst is S(Cl)(Cl)=O. The product is [CH3:16][N:17]([CH3:18])[C:13](=[O:15])[CH2:12][CH2:11][CH2:10][C:7]1[CH:8]=[CH:9][C:4]([N+:1]([O-:3])=[O:2])=[CH:5][CH:6]=1. The yield is 0.770. (6) The product is [C:16]([C:2]1[CH:11]=[CH:10][C:9]([CH3:12])=[C:8]2[C:3]=1[C:4]([CH3:15])=[CH:5][C:6]([CH3:14])([CH3:13])[NH:7]2)#[N:17]. The reactants are Cl[C:2]1[CH:11]=[CH:10][C:9]([CH3:12])=[C:8]2[C:3]=1[C:4]([CH3:15])=[CH:5][C:6]([CH3:14])([CH3:13])[NH:7]2.[CH3:16][N:17](C)C(=O)C. The yield is 0.420. The catalyst is C1C=CC(/C=C/C(/C=C/C2C=CC=CC=2)=O)=CC=1.C1C=CC(/C=C/C(/C=C/C2C=CC=CC=2)=O)=CC=1.C1C=CC(/C=C/C(/C=C/C2C=CC=CC=2)=O)=CC=1.[Pd].[Pd].C1C=CC(P(C2C=CC=CC=2)[C-]2C=CC=C2)=CC=1.C1C=CC(P(C2C=CC=CC=2)[C-]2C=CC=C2)=CC=1.[Fe+2].[Zn].